From a dataset of Full USPTO retrosynthesis dataset with 1.9M reactions from patents (1976-2016). Predict the reactants needed to synthesize the given product. Given the product [CH:13]12[CH2:14][CH:15]([CH:16]([NH:18][C:19](=[O:28])[O:20][CH2:21][C:22]3[CH:23]=[CH:24][CH:25]=[CH:26][CH:27]=3)[CH2:17]1)[CH2:29][O:30]2, predict the reactants needed to synthesize it. The reactants are: S(Cl)(C1C=CC(C)=CC=1)(=O)=O.O[CH:13]1[CH2:17][CH:16]([NH:18][C:19](=[O:28])[O:20][CH2:21][C:22]2[CH:27]=[CH:26][CH:25]=[CH:24][CH:23]=2)[CH:15]([CH2:29][OH:30])[CH2:14]1.N1C=CC=CC=1.